Dataset: Reaction yield outcomes from USPTO patents with 853,638 reactions. Task: Predict the reaction yield, written as a fraction of the theoretical maximum amount of product (1.0 means a 100% yield; for example, 0.34 means a 34% yield). (1) The reactants are [C:1]([C@@H:3]1[CH2:7][CH2:6][CH2:5][N:4]1[C:8]([C@H:10]1[NH:14][C:13](=[O:15])[C@H:12]([CH2:16][C:17]([OH:19])=O)[CH2:11]1)=[O:9])#[N:2].C1C=CC2N(O)N=NC=2C=1.C(Cl)CCl.[CH2:34]1[C:42]2[C:37](=[CH:38][CH:39]=[CH:40][CH:41]=2)[CH2:36][NH:35]1. The catalyst is O1CCOCC1.C(Cl)Cl. The product is [CH2:34]1[C:42]2[C:37](=[CH:38][CH:39]=[CH:40][CH:41]=2)[CH2:36][N:35]1[C:17](=[O:19])[CH2:16][C@H:12]1[C:13](=[O:15])[NH:14][C@H:10]([C:8]([N:4]2[CH2:5][CH2:6][CH2:7][C@H:3]2[C:1]#[N:2])=[O:9])[CH2:11]1. The yield is 0.700. (2) The reactants are C(=O)([O-])O.[Na+].[Br:6]N1C(=O)CCC1=O.[N:14]1[N:18]2[CH:19]=[CH:20][N:21]=[CH:22][C:17]2=[C:16](C(O)=O)[CH:15]=1. The catalyst is CN(C=O)C. The product is [Br:6][C:16]1[CH:15]=[N:14][N:18]2[CH:19]=[CH:20][N:21]=[CH:22][C:17]=12. The yield is 0.760.